Task: Regression. Given a peptide amino acid sequence and an MHC pseudo amino acid sequence, predict their binding affinity value. This is MHC class I binding data.. Dataset: Peptide-MHC class I binding affinity with 185,985 pairs from IEDB/IMGT (1) The peptide sequence is FTLMAAILAY. The MHC is HLA-A01:01 with pseudo-sequence HLA-A01:01. The binding affinity (normalized) is 0.404. (2) The peptide sequence is ELALTDVEK. The MHC is HLA-A11:01 with pseudo-sequence HLA-A11:01. The binding affinity (normalized) is 0.423. (3) The peptide sequence is VPAERRGVF. The MHC is HLA-B15:01 with pseudo-sequence HLA-B15:01. The binding affinity (normalized) is 0.0847. (4) The peptide sequence is EELIKLRFWF. The MHC is HLA-B45:01 with pseudo-sequence HLA-B45:01. The binding affinity (normalized) is 0.150. (5) The peptide sequence is MSWGWRLPF. The MHC is HLA-B27:20 with pseudo-sequence HLA-B27:20. The binding affinity (normalized) is 0.638.